Dataset: Reaction yield outcomes from USPTO patents with 853,638 reactions. Task: Predict the reaction yield, written as a fraction of the theoretical maximum amount of product (1.0 means a 100% yield; for example, 0.34 means a 34% yield). (1) The yield is 0.520. No catalyst specified. The reactants are [CH3:1][O:2][C:3]1[CH:38]=[CH:37][C:6]([CH2:7][N:8]2[C:12]3=[N:13][CH:14]=[CH:15][C:16]([O:17][C:18]4[CH:26]=[CH:25][C:21]([C:22](O)=[O:23])=[CH:20][CH:19]=4)=[C:11]3[C:10]([NH:27][C@@H:28]3[CH2:32][CH2:31][N:30]([C:33](=[O:36])[CH2:34][CH3:35])[CH2:29]3)=[N:9]2)=[CH:5][CH:4]=1.[NH:39]1[C:43]2[CH:44]=[CH:45][CH:46]=[CH:47][C:42]=2[N:41]=[C:40]1[NH2:48]. The product is [NH:39]1[C:43]2[CH:44]=[CH:45][CH:46]=[CH:47][C:42]=2[N:41]=[C:40]1[NH:48][C:22](=[O:23])[C:21]1[CH:25]=[CH:26][C:18]([O:17][C:16]2[CH:15]=[CH:14][N:13]=[C:12]3[N:8]([CH2:7][C:6]4[CH:37]=[CH:38][C:3]([O:2][CH3:1])=[CH:4][CH:5]=4)[N:9]=[C:10]([NH:27][C@@H:28]4[CH2:32][CH2:31][N:30]([C:33](=[O:36])[CH2:34][CH3:35])[CH2:29]4)[C:11]=23)=[CH:19][CH:20]=1. (2) The reactants are [OH:1][C:2]1[CH:7]=[CH:6][C:5]([C@@H:8]([NH2:15])[CH2:9][C:10]([O:12][CH2:13][CH3:14])=[O:11])=[CH:4][CH:3]=1.[C:16](O[C:16]([O:18][C:19]([CH3:22])([CH3:21])[CH3:20])=[O:17])([O:18][C:19]([CH3:22])([CH3:21])[CH3:20])=[O:17]. The catalyst is C1COCC1. The yield is 1.25. The product is [OH:1][C:2]1[CH:3]=[CH:4][C:5]([C@@H:8]([NH:15][C:16]([O:18][C:19]([CH3:22])([CH3:21])[CH3:20])=[O:17])[CH2:9][C:10]([O:12][CH2:13][CH3:14])=[O:11])=[CH:6][CH:7]=1. (3) The reactants are [O:1]=[C:2]([CH3:9])[CH2:3][CH2:4][CH2:5][C:6]([OH:8])=[O:7].C(N(CC)C(C)C)(C)C.FC(F)(F)C(O[C:24]1[C:29]([F:30])=[C:28]([F:31])[C:27]([F:32])=[C:26]([F:33])[C:25]=1[F:34])=O. The catalyst is C(Cl)Cl. The product is [O:1]=[C:2]([CH3:9])[CH2:3][CH2:4][CH2:5][C:6]([O:8][C:24]1[C:25]([F:34])=[C:26]([F:33])[C:27]([F:32])=[C:28]([F:31])[C:29]=1[F:30])=[O:7]. The yield is 0.790. (4) The reactants are [C:1]([O:6][CH2:7][O:8][C:9]1[CH:10]=[CH:11][C:12]2[CH2:13][C@H:14]3[N:25](C(OCC4C=CC=CC=4)=O)[CH2:24][CH2:23][C@@:20]4([C:21]=2[CH:22]=1)[C@H:15]3[CH2:16][CH2:17][CH2:18][CH2:19]4)(=[O:5])[CH:2]([CH3:4])[CH3:3]. The catalyst is CCO.[Pd]. The product is [C:1]([O:6][CH2:7][O:8][C:9]1[CH:10]=[CH:11][C:12]2[CH2:13][C@H:14]3[NH:25][CH2:24][CH2:23][C@@:20]4([C:21]=2[CH:22]=1)[C@H:15]3[CH2:16][CH2:17][CH2:18][CH2:19]4)(=[O:5])[CH:2]([CH3:4])[CH3:3]. The yield is 0.370. (5) The reactants are [Cl:1][C:2]1[CH:7]=[C:6]([O:8][C:9]2[C:18]3[C:13](=[CH:14][C:15]([OH:21])=[C:16]([O:19][CH3:20])[CH:17]=3)[N:12]=[CH:11][CH:10]=2)[CH:5]=[CH:4][C:3]=1[NH:22][C:23]([NH:25][CH2:26][CH2:27][CH3:28])=[O:24].C(=O)([O-])[O-].[K+].[K+].CC1C=CC(S(O[CH2:46][CH2:47][N:48]2[CH:52]=[CH:51][N:50]=[CH:49]2)(=O)=O)=CC=1.O. The catalyst is CN(C)C=O. The product is [Cl:1][C:2]1[CH:7]=[C:6]([O:8][C:9]2[C:18]3[C:13](=[CH:14][C:15]([O:21][CH2:46][CH2:47][N:48]4[CH:52]=[CH:51][N:50]=[CH:49]4)=[C:16]([O:19][CH3:20])[CH:17]=3)[N:12]=[CH:11][CH:10]=2)[CH:5]=[CH:4][C:3]=1[NH:22][C:23]([NH:25][CH2:26][CH2:27][CH3:28])=[O:24]. The yield is 0.820. (6) The reactants are [CH3:1][O:2][C:3](=[O:24])[C:4]1[CH:9]=[C:8]([N+:10]([O-])=O)[C:7]([C:13]2[C:14]([F:20])=[N:15][CH:16]=[C:17]([CH3:19])[CH:18]=2)=[C:6]([N+:21]([O-])=O)[CH:5]=1. The catalyst is CO.[Pd]. The product is [CH3:1][O:2][C:3](=[O:24])[C:4]1[CH:5]=[C:6]([NH2:21])[C:7]([C:13]2[C:14]([F:20])=[N:15][CH:16]=[C:17]([CH3:19])[CH:18]=2)=[C:8]([NH2:10])[CH:9]=1. The yield is 0.990. (7) The reactants are [CH2:1]([NH2:3])[CH3:2].[C:4]([O:8][CH2:9][CH3:10])(=[O:7])[CH:5]=[CH2:6]. The catalyst is O1CCCC1. The product is [CH2:1]([NH:3][CH2:6][CH2:5][C:4]([O:8][CH2:9][CH3:10])=[O:7])[CH3:2]. The yield is 0.840.